Dataset: Forward reaction prediction with 1.9M reactions from USPTO patents (1976-2016). Task: Predict the product of the given reaction. (1) Given the reactants [CH3:1][N:2]1[C:10]2[C:5](=[CH:6][CH:7]=[CH:8][CH:9]=2)[CH:4]=[C:3]1[C:11]([NH:13][C@H:14]([C:18]([NH:20][CH:21]([C:30](=[O:43])[CH2:31][O:32][C:33]1[C:38]([F:39])=[C:37]([F:40])[CH:36]=[C:35]([F:41])[C:34]=1[F:42])[CH2:22][C:23]([O:25]C(C)(C)C)=[O:24])=[O:19])[CH:15]([CH3:17])[CH3:16])=[O:12].C(O)(C(F)(F)F)=O, predict the reaction product. The product is: [CH3:1][N:2]1[C:10]2[C:5](=[CH:6][CH:7]=[CH:8][CH:9]=2)[CH:4]=[C:3]1[C:11]([NH:13][C@H:14]([C:18]([NH:20][CH:21]([C:30](=[O:43])[CH2:31][O:32][C:33]1[C:38]([F:39])=[C:37]([F:40])[CH:36]=[C:35]([F:41])[C:34]=1[F:42])[CH2:22][C:23]([OH:25])=[O:24])=[O:19])[CH:15]([CH3:17])[CH3:16])=[O:12]. (2) Given the reactants Cl.[C:2]([C:4]1[CH:9]=[CH:8][C:7]([NH:10][NH2:11])=[CH:6][CH:5]=1)#[N:3].CO[C:14](=[CH2:17])[C:15]#[N:16].CC(C)([O-])C.[K+], predict the reaction product. The product is: [NH2:16][C:15]1[CH:14]=[CH:17][N:10]([C:7]2[CH:8]=[CH:9][C:4]([C:2]#[N:3])=[CH:5][CH:6]=2)[N:11]=1.